Dataset: Reaction yield outcomes from USPTO patents with 853,638 reactions. Task: Predict the reaction yield, written as a fraction of the theoretical maximum amount of product (1.0 means a 100% yield; for example, 0.34 means a 34% yield). (1) The reactants are C([Li])CCCCC.I[C:9]1[CH:14]=[CH:13][CH:12]=[CH:11][C:10]=1[C:15]1[C:20]([CH:21]([CH3:23])[CH3:22])=[CH:19][C:18]([CH:24]([CH3:26])[CH3:25])=[CH:17][C:16]=1[CH:27]([CH3:29])[CH3:28].[P:30](Cl)([O:34]CC)[O:31][CH2:32][CH3:33].Cl. The catalyst is C1COCC1. The product is [CH:21]([C:20]1[CH:19]=[C:18]([CH:24]([CH3:25])[CH3:26])[CH:17]=[C:16]([CH:27]([CH3:29])[CH3:28])[C:15]=1[C:10]1[CH:11]=[CH:12][CH:13]=[CH:14][C:9]=1[PH:30](=[O:34])[O:31][CH2:32][CH3:33])([CH3:22])[CH3:23]. The yield is 0.940. (2) The reactants are [H-].[Na+].[CH2:3]([OH:5])[CH3:4].[CH3:6][C:7]1([CH3:14])[CH2:12]C[C:10](=[O:13])[CH2:9][CH2:8]1.C(OCC)=O. The catalyst is C(OCC)C. The product is [OH:5]/[CH:3]=[C:4]1\[C:10](=[O:13])[CH2:9][CH2:8][C:7]([CH3:14])([CH3:12])[CH2:6]\1. The yield is 0.710. (3) The reactants are [Br:1][C:2]1[CH:3]=[CH:4][C:5]2[O:11][CH2:10][CH2:9][N:8](C(OC(C)(C)C)=O)[CH2:7][C:6]=2[CH:19]=1.C(O)C.[ClH:23].O1CCOCC1. The catalyst is C(OCC)C. The product is [ClH:23].[Br:1][C:2]1[CH:3]=[CH:4][C:5]2[O:11][CH2:10][CH2:9][NH:8][CH2:7][C:6]=2[CH:19]=1. The yield is 0.980. (4) The yield is 0.910. The catalyst is [Br-].C([N+](CCCC)(CCCC)CCCC)CCC.ClCCl.O. The product is [CH3:31][C:28]([C:24]1[CH:23]=[C:22]([S:19]([N:7]2[C:8]3[C:13](=[CH:12][C:11]([C:15]([F:16])([F:17])[F:18])=[CH:10][CH:9]=3)[CH:14]=[C:6]2[CH2:5][C:1]#[N:2])(=[O:21])=[O:20])[CH:27]=[CH:26][CH:25]=1)([CH3:29])[CH3:30]. The reactants are [C-:1]#[N:2].[K+].Br[CH2:5][C:6]1[N:7]([S:19]([C:22]2[CH:27]=[CH:26][CH:25]=[C:24]([C:28]([CH3:31])([CH3:30])[CH3:29])[CH:23]=2)(=[O:21])=[O:20])[C:8]2[C:13]([CH:14]=1)=[CH:12][C:11]([C:15]([F:18])([F:17])[F:16])=[CH:10][CH:9]=2.C([O-])([O-])=O.[Na+].[Na+].